From a dataset of Reaction yield outcomes from USPTO patents with 853,638 reactions. Predict the reaction yield, written as a fraction of the theoretical maximum amount of product (1.0 means a 100% yield; for example, 0.34 means a 34% yield). (1) The reactants are Cl.[C:2]([NH2:5])(=[NH:4])[CH3:3].C[O-].[Na+].[C:9]([C:11]1[CH:16]=[CH:15][CH:14]=[CH:13][C:12]=1[C:17]1[CH:22]=[CH:21][C:20]([CH2:23][CH:24]([C:29](=O)[CH2:30][O:31][CH3:32])[C:25](OC)=[O:26])=[CH:19][CH:18]=1)#[N:10].O1CCOCC1. The catalyst is CO. The product is [CH3:32][O:31][CH2:30][C:29]1[N:4]=[C:2]([CH3:3])[NH:5][C:25](=[O:26])[C:24]=1[CH2:23][C:20]1[CH:21]=[CH:22][C:17]([C:12]2[C:11]([C:9]#[N:10])=[CH:16][CH:15]=[CH:14][CH:13]=2)=[CH:18][CH:19]=1. The yield is 0.860. (2) The reactants are Cl[CH2:2][C:3]1[NH:4][C:5]2[CH:11]=[CH:10][CH:9]=[CH:8][C:6]=2[N:7]=1.[CH2:12]([NH2:17])[CH2:13][CH:14]([CH3:16])[CH3:15]. The catalyst is CN1CCCC1=O. The product is [N:7]1[C:6]2[CH:8]=[CH:9][CH:10]=[CH:11][C:5]=2[NH:4][C:3]=1[CH2:2][NH:17][CH2:12][CH2:13][CH:14]([CH3:16])[CH3:15]. The yield is 0.930. (3) The yield is 0.640. The catalyst is O.C(OCC)(=O)C. The product is [CH:13]1([O:17][C:18]2[CH:19]=[CH:20][C:21]([N:24]3[C:29](=[O:30])[C:28]([CH2:31][C:32]4[CH:37]=[CH:36][C:35]([C:38]5[CH:43]=[CH:42][CH:41]=[CH:40][C:39]=5[C:44]5[NH:3][C:4](=[O:7])[O:5][N:45]=5)=[CH:34][CH:33]=4)=[C:27]([CH2:46][CH2:47][CH3:48])[N:26]=[C:25]3[CH3:49])=[CH:22][CH:23]=2)[CH2:14][CH2:15][CH2:16]1. The reactants are [Cl-].O[NH3+:3].[C:4](=[O:7])([O-])[OH:5].[Na+].CS(C)=O.[CH:13]1([O:17][C:18]2[CH:23]=[CH:22][C:21]([N:24]3[C:29](=[O:30])[C:28]([CH2:31][C:32]4[CH:37]=[CH:36][C:35]([C:38]5[C:39]([C:44]#[N:45])=[CH:40][CH:41]=[CH:42][CH:43]=5)=[CH:34][CH:33]=4)=[C:27]([CH2:46][CH2:47][CH3:48])[N:26]=[C:25]3[CH3:49])=[CH:20][CH:19]=2)[CH2:16][CH2:15][CH2:14]1.